This data is from Forward reaction prediction with 1.9M reactions from USPTO patents (1976-2016). The task is: Predict the product of the given reaction. (1) Given the reactants S(Cl)(Cl)=O.[O:5]1[CH2:10][CH2:9][CH:8]([C:11]([OH:13])=O)[CH2:7][CH2:6]1.[CH3:14][Si](C=[N+]=[N-])(C)C.[BrH:21], predict the reaction product. The product is: [Br:21][CH2:14][C:11]([CH:8]1[CH2:7][CH2:6][O:5][CH2:10][CH2:9]1)=[O:13]. (2) Given the reactants [Cl:1][C:2]1[CH:10]=[C:9]([NH:11][C:12]([C:14]2[CH:22]=[C:21]3[C:17]([CH2:18][CH2:19][N:20]3[S:23]([C:26]3[CH:31]=[C:30]([Cl:32])[CH:29]=[C:28]([Cl:33])[CH:27]=3)(=[O:25])=[O:24])=[C:16]([O:34][CH3:35])[CH:15]=2)=[O:13])[CH:8]=[CH:7][C:3]=1[C:4]([OH:6])=[O:5].Cl[C:37]1C=C(S(Cl)(=O)=O)C=C(Cl)C=1, predict the reaction product. The product is: [CH3:37][O:5][C:4](=[O:6])[C:3]1[CH:7]=[CH:8][C:9]([NH:11][C:12]([C:14]2[CH:22]=[C:21]3[C:17]([CH2:18][CH2:19][N:20]3[S:23]([C:26]3[CH:27]=[C:28]([Cl:33])[CH:29]=[C:30]([Cl:32])[CH:31]=3)(=[O:24])=[O:25])=[C:16]([O:34][CH3:35])[CH:15]=2)=[O:13])=[CH:10][C:2]=1[Cl:1]. (3) Given the reactants [N:1]1([C:7]2[CH:12]=[CH:11][C:10]([N:13]3[CH:18]=[CH:17][CH:16]=[CH:15][C:14]3=[O:19])=[CH:9][CH:8]=2)[CH2:6][CH2:5][NH:4][CH2:3][CH2:2]1.CC1C=CC(S(O[CH2:31][CH2:32][CH2:33][CH2:34][C:35]2[C:43]3[C:38](=[CH:39][CH:40]=[C:41]([O:44][CH3:45])[CH:42]=3)[NH:37][CH:36]=2)(=O)=O)=CC=1.C(=O)([O-])[O-].[K+].[K+].[I-].[K+], predict the reaction product. The product is: [CH3:45][O:44][C:41]1[CH:42]=[C:43]2[C:38](=[CH:39][CH:40]=1)[NH:37][CH:36]=[C:35]2[CH2:34][CH2:33][CH2:32][CH2:31][N:4]1[CH2:5][CH2:6][N:1]([C:7]2[CH:8]=[CH:9][C:10]([N:13]3[CH:18]=[CH:17][CH:16]=[CH:15][C:14]3=[O:19])=[CH:11][CH:12]=2)[CH2:2][CH2:3]1. (4) The product is: [F:27][C:26]([F:29])([F:28])[C@@H:25]([NH:30][C:21]([C:18]1[CH:17]=[CH:16][C:15]([O:14][CH2:13][C:3]2[C:4]([C:7]3[CH:12]=[CH:11][CH:10]=[CH:9][N:8]=3)=[N:5][O:6][C:2]=2[CH3:1])=[CH:20][N:19]=1)=[O:23])[CH3:24]. Given the reactants [CH3:1][C:2]1[O:6][N:5]=[C:4]([C:7]2[CH:12]=[CH:11][CH:10]=[CH:9][N:8]=2)[C:3]=1[CH2:13][O:14][C:15]1[CH:16]=[CH:17][C:18]([C:21]([OH:23])=O)=[N:19][CH:20]=1.[CH3:24][CH:25]([NH2:30])[C:26]([F:29])([F:28])[F:27], predict the reaction product. (5) Given the reactants FC(F)(F)S(O[C:7]([C:10]1[CH:15]=[CH:14][C:13]([Br:16])=[CH:12][CH:11]=1)=[CH:8][CH3:9])(=O)=O.[CH3:19][C:20]1[CH:21]=[C:22]([CH:24]=[CH:25][C:26]=1B1OC(C)(C)C(C)(C)O1)[NH2:23].BrC1C=CC(/C(/C2C=CC(N[C:53](=[O:62])[C:54]3[C:59]([CH3:60])=[C:58]([F:61])[CH:57]=[N:56][CH:55]=3)=NC=2)=C/C)=CC=1, predict the reaction product. The product is: [Br:16][C:13]1[CH:12]=[CH:11][C:10](/[C:7](/[C:26]2[CH:25]=[CH:24][C:22]([NH:23][C:53](=[O:62])[C:54]3[C:59]([CH3:60])=[C:58]([F:61])[CH:57]=[N:56][CH:55]=3)=[CH:21][C:20]=2[CH3:19])=[CH:8]/[CH3:9])=[CH:15][CH:14]=1. (6) Given the reactants Cl[C:2]1[C:7]([C:8]([F:11])([F:10])[F:9])=[CH:6][N:5]=[C:4]([NH:12][C:13]2[CH:18]=[CH:17][C:16]([CH:19]3[CH2:24][CH2:23][N:22]([C:25]([O:27][C:28]([CH3:31])([CH3:30])[CH3:29])=[O:26])[CH2:21][CH2:20]3)=[CH:15][CH:14]=2)[N:3]=1.F[B-](F)(F)F.[C:37]([C:39]1[CH:44]=[CH:43][C:42]([C:45]([F:48])([F:47])[F:46])=[CH:41][C:40]=1[CH2:49][C:50]([O:52][CH3:53])=[O:51])#[CH:38], predict the reaction product. The product is: [CH3:53][O:52][C:50](=[O:51])[CH2:49][C:40]1[CH:41]=[C:42]([C:45]([F:47])([F:46])[F:48])[CH:43]=[CH:44][C:39]=1[C:37]#[C:38][C:2]1[C:7]([C:8]([F:11])([F:10])[F:9])=[CH:6][N:5]=[C:4]([NH:12][C:13]2[CH:18]=[CH:17][C:16]([CH:19]3[CH2:24][CH2:23][N:22]([C:25]([O:27][C:28]([CH3:31])([CH3:30])[CH3:29])=[O:26])[CH2:21][CH2:20]3)=[CH:15][CH:14]=2)[N:3]=1. (7) Given the reactants [F:1][C:2]1[CH:7]=[CH:6][CH:5]=[CH:4][C:3]=1[C:8]1[NH:9][C:10](=O)[C:11]2[CH:16]=[CH:15][S:14][C:12]=2[N:13]=1.S(Cl)([Cl:20])=O.CN(C)C=O, predict the reaction product. The product is: [Cl:20][C:10]1[C:11]2[CH:16]=[CH:15][S:14][C:12]=2[N:13]=[C:8]([C:3]2[CH:4]=[CH:5][CH:6]=[CH:7][C:2]=2[F:1])[N:9]=1. (8) Given the reactants Cl[C:2]1[C:6]2[CH:7]=[CH:8][CH:9]=[CH:10][C:5]=2[S:4](=[O:12])(=[O:11])[N:3]=1.Cl.Cl.[NH2:15][CH:16]([CH2:32][CH:33]1[CH2:38][CH2:37][CH2:36][CH2:35][CH2:34]1)[C:17]([NH:19][C:20]1([C:30]#[N:31])[CH2:24][CH2:23][N:22]([CH:25]([CH2:28][CH3:29])[CH2:26][CH3:27])[CH2:21]1)=[O:18], predict the reaction product. The product is: [C:30]([C:20]1([NH:19][C:17](=[O:18])[CH:16]([NH:15][C:2]2[C:6]3[CH:7]=[CH:8][CH:9]=[CH:10][C:5]=3[S:4](=[O:12])(=[O:11])[N:3]=2)[CH2:32][CH:33]2[CH2:38][CH2:37][CH2:36][CH2:35][CH2:34]2)[CH2:24][CH2:23][N:22]([CH:25]([CH2:26][CH3:27])[CH2:28][CH3:29])[CH2:21]1)#[N:31].